Dataset: Reaction yield outcomes from USPTO patents with 853,638 reactions. Task: Predict the reaction yield, written as a fraction of the theoretical maximum amount of product (1.0 means a 100% yield; for example, 0.34 means a 34% yield). (1) The reactants are [F:1][C:2]([F:8])([F:7])[CH2:3][CH2:4][CH2:5][OH:6].C(N([CH2:14][CH3:15])CC)C.CS(Cl)(=O)=O.CN1[CH2:26][CH2:25][CH2:24][C:23]1=O.[C:28](=[O:31])([O-])[O-:29].[K+].[K+].[OH-].[Na+].Cl. The catalyst is O1CCCC1.OC1C=CC(C(OC)=O)=CC=1.O. The product is [F:1][C:2]([F:8])([F:7])[CH2:3][CH2:4][CH2:5][O:6][C:15]1[CH:14]=[CH:26][C:25]([C:28]([OH:29])=[O:31])=[CH:24][CH:23]=1. The yield is 0.980. (2) The reactants are [CH3:1][O:2][C:3](=[O:24])[C:4]1[CH:9]=[C:8]([S:10](=[O:22])(=[O:21])[NH:11][CH2:12][CH2:13][C:14]2[CH:19]=[CH:18][C:17](Br)=[CH:16][CH:15]=2)[CH:7]=[CH:6][C:5]=1[CH3:23].[F:25][C:26]([F:38])([F:37])[O:27][C:28]1[CH:33]=[CH:32][C:31](B(O)O)=[CH:30][CH:29]=1.C(=O)([O-])[O-].[K+].[K+].ClCCl. The catalyst is O1CCOCC1.C1(P(C2C=CC=CC=2)[C-]2C=CC=C2)C=CC=CC=1.[C-]1(P(C2C=CC=CC=2)C2C=CC=CC=2)C=CC=C1.[Fe+2].O. The product is [CH3:1][O:2][C:3](=[O:24])[C:4]1[CH:9]=[C:8]([S:10](=[O:22])(=[O:21])[NH:11][CH2:12][CH2:13][C:14]2[CH:19]=[CH:18][C:17]([C:31]3[CH:30]=[CH:29][C:28]([O:27][C:26]([F:25])([F:37])[F:38])=[CH:33][CH:32]=3)=[CH:16][CH:15]=2)[CH:7]=[CH:6][C:5]=1[CH3:23]. The yield is 0.620. (3) The reactants are CN(C(ON1N=NC2C=CC=NC1=2)=[N+](C)C)C.F[P-](F)(F)(F)(F)F.Cl.[F:26][C:27]1[CH:28]=[C:29]([NH:38][C:39]([C@H:41]2[C:50]3[C:45](=[CH:46][C:47]([CH2:51][O:52][CH3:53])=[CH:48][CH:49]=3)[CH2:44][CH2:43][NH:42]2)=[O:40])[CH:30]=[C:31]2[C:35]=1[C:34]([CH3:37])([CH3:36])[CH2:33][CH2:32]2.[C:54]([O:58][C:59](=[O:68])[CH2:60][C@@H:61]1[CH2:64][C@H:63]([C:65](O)=[O:66])[CH2:62]1)([CH3:57])([CH3:56])[CH3:55].CCN(C(C)C)C(C)C. The catalyst is O.CN(C=O)C. The product is [F:26][C:27]1[CH:28]=[C:29]([NH:38][C:39]([C@H:41]2[C:50]3[C:45](=[CH:46][C:47]([CH2:51][O:52][CH3:53])=[CH:48][CH:49]=3)[CH2:44][CH2:43][N:42]2[C:65]([C@@H:63]2[CH2:62][C@H:61]([CH2:60][C:59]([O:58][C:54]([CH3:57])([CH3:56])[CH3:55])=[O:68])[CH2:64]2)=[O:66])=[O:40])[CH:30]=[C:31]2[C:35]=1[C:34]([CH3:37])([CH3:36])[CH2:33][CH2:32]2. The yield is 0.940. (4) The reactants are [F:1][C:2]1[CH:3]=[C:4]([C:8]2[CH:16]=[CH:15][CH:14]=[C:13]3[C:9]=2/[C:10](=[CH:18]/[C:19]2[NH:20][C:21]([CH3:27])=[CH:22][C:23]=2[C:24](O)=[O:25])/[C:11](=[O:17])[NH:12]3)[CH:5]=[CH:6][CH:7]=1.[CH:28]1([NH:31][C:32]([C@@H:34]2[CH2:39][CH2:38][CH2:37][NH:36][CH2:35]2)=[O:33])[CH2:30][CH2:29]1.C1C=CC2N(O)N=NC=2C=1.C(Cl)CCl. The catalyst is CN(C=O)C. The product is [CH:28]1([NH:31][C:32]([C@@H:34]2[CH2:39][CH2:38][CH2:37][N:36]([C:24]([C:23]3[CH:22]=[C:21]([CH3:27])[NH:20][C:19]=3/[CH:18]=[C:10]3\[C:11](=[O:17])[NH:12][C:13]4[C:9]\3=[C:8]([C:4]3[CH:5]=[CH:6][CH:7]=[C:2]([F:1])[CH:3]=3)[CH:16]=[CH:15][CH:14]=4)=[O:25])[CH2:35]2)=[O:33])[CH2:30][CH2:29]1. The yield is 0.370. (5) The reactants are Br[CH2:2][CH2:3][CH2:4][CH:5]=[CH2:6].[CH:7]([NH2:10])([CH3:9])[CH3:8]. No catalyst specified. The product is [CH:7]([NH:10][CH2:2][CH2:3][CH2:4][CH:5]=[CH2:6])([CH3:9])[CH3:8]. The yield is 0.400. (6) The reactants are [C:1]([C:4]1[CH:5]=[C:6]([C:21](O)=[O:22])[CH:7]=[C:8]2[C:13]=1[O:12][C:11]([N:14]1[CH2:19][CH2:18][O:17][CH2:16][CH2:15]1)=[CH:10][C:9]2=[O:20])(=[O:3])[CH3:2].CCN(C(C)C)C(C)C.[B-](F)(F)(F)F.CN(C(ON1C(=O)CCC1=O)=[N+](C)C)C.[CH3:53][N:54]([CH3:58])[CH2:55][CH2:56][NH2:57]. The catalyst is C(Cl)Cl. The product is [C:1]([C:4]1[CH:5]=[C:6]([C:21]([NH:57][CH2:56][CH2:55][N:54]([CH3:58])[CH3:53])=[O:22])[CH:7]=[C:8]2[C:13]=1[O:12][C:11]([N:14]1[CH2:15][CH2:16][O:17][CH2:18][CH2:19]1)=[CH:10][C:9]2=[O:20])(=[O:3])[CH3:2]. The yield is 0.613. (7) The reactants are Br[C:2]1[CH:7]=[CH:6][C:5]([N+:8]([O-:10])=[O:9])=[CH:4][N:3]=1.[C:11]([O:15][C:16]([N:18]1[CH2:23][CH:22]=[C:21](OS(C(F)(F)F)(=O)=O)[CH2:20][CH2:19]1)=[O:17])([CH3:14])([CH3:13])[CH3:12].C([O-])([O-])=O.[Na+].[Na+]. The catalyst is C1(C)C=CC=CC=1.CCO.CCOC(C)=O.C1C=CC([P]([Pd]([P](C2C=CC=CC=2)(C2C=CC=CC=2)C2C=CC=CC=2)([P](C2C=CC=CC=2)(C2C=CC=CC=2)C2C=CC=CC=2)[P](C2C=CC=CC=2)(C2C=CC=CC=2)C2C=CC=CC=2)(C2C=CC=CC=2)C2C=CC=CC=2)=CC=1. The product is [C:11]([O:15][C:16]([N:18]1[CH2:19][CH:20]=[C:21]([C:2]2[CH:7]=[CH:6][C:5]([N+:8]([O-:10])=[O:9])=[CH:4][N:3]=2)[CH2:22][CH2:23]1)=[O:17])([CH3:14])([CH3:12])[CH3:13]. The yield is 0.750. (8) The reactants are [Cl:1][C:2]1[CH:3]=[C:4]([N:9]2[C:13](=[O:14])[CH2:12][N:11]([CH3:15])[C:10]2=[O:16])[CH:5]=[C:6]([Cl:8])[CH:7]=1.[C:17]([C:19]1[CH:26]=[CH:25][C:22]([CH:23]=O)=[CH:21][CH:20]=1)#[N:18].N1CCCC1=O.C1COCC1. The catalyst is CCO. The product is [Cl:8][C:6]1[CH:5]=[C:4]([N:9]2[C:13](=[O:14])/[C:12](=[CH:23]\[C:22]3[CH:25]=[CH:26][C:19]([C:17]#[N:18])=[CH:20][CH:21]=3)/[N:11]([CH3:15])[C:10]2=[O:16])[CH:3]=[C:2]([Cl:1])[CH:7]=1. The yield is 0.860. (9) The product is [CH2:34]([NH:41][S:20]([C:16]1[CH:17]=[CH:18][CH:19]=[C:14]([C:10]2[N:9]=[C:8]([C:6]3[CH:5]=[C:4]([C:24]4[CH:25]=[CH:26][C:27]([C:30]([F:32])([F:33])[F:31])=[CH:28][CH:29]=4)[CH:3]=[C:2]([CH3:1])[N:7]=3)[CH:13]=[CH:12][CH:11]=2)[CH:15]=1)(=[O:22])=[O:21])[C:35]1[CH:40]=[CH:39][CH:38]=[CH:37][CH:36]=1. The catalyst is C1COCC1.CCOC(C)=O. The yield is 0.490. The reactants are [CH3:1][C:2]1[N:7]=[C:6]([C:8]2[CH:13]=[CH:12][CH:11]=[C:10]([C:14]3[CH:15]=[C:16]([S:20](Cl)(=[O:22])=[O:21])[CH:17]=[CH:18][CH:19]=3)[N:9]=2)[CH:5]=[C:4]([C:24]2[CH:29]=[CH:28][C:27]([C:30]([F:33])([F:32])[F:31])=[CH:26][CH:25]=2)[CH:3]=1.[CH2:34]([NH2:41])[C:35]1[CH:40]=[CH:39][CH:38]=[CH:37][CH:36]=1.